Dataset: Drug-target binding data from BindingDB using Ki measurements. Task: Regression. Given a target protein amino acid sequence and a drug SMILES string, predict the binding affinity score between them. We predict pKi (pKi = -log10(Ki in M); higher means stronger inhibition). Dataset: bindingdb_ki. (1) The small molecule is CN1CCC(c2cn(-c3ccncc3)c3ccc(-c4cccnc4)cc23)CC1. The target protein (P18130) has sequence MVFLSGNASDSSNCTHPPPPVNISKAILLGVILGGLILFGVLGNILVILSVACHRHLHSVTHYYIVNLAVADLLLTSTVLPFSAIFEILGYWAFGRVFCNVWAAVDVLCCTASIMGLCIISIDRYIGVSYPLRYPTIVTQKRGLMALLCVWALSLVISIGPLFGWRQPAPEDETICQINEEPGYVLFSALGSFYVPLTIILVMYCRVYVVAKRESRGLKSGLKTDKSDSEQVTLRIHRKNAQVGGSGVTSAKNKTHFSVRLLKFSREKKAAKTLGIVVGCFVLCWLPFFLVMPIGSFFPDFRPSETVFKIAFWLGYLNSCINPIIYPCSSQEFKKAFQNVLRIQCLRRKQSSKHTLGYTLHAPSHVLEGQHKDLVRIPVGSAETFYKISKTDGVCEWKIFSSLPRGSARMAVARDPSACTTARVRSKSFLQVCCCLGPSTPSHGENHQIPTIKIHTISLSENGEEV. The pKi is 7.7. (2) The small molecule is Cn1c(=O)c2[nH]c(-c3ccccc3)nc2n(C)c1=O. The target protein (P28190) has sequence MPPSISAFQAAYIGIEVLIALVSVPGNVLVIWAVKVNQALRDATFCFIVSLAVADVAVGALVIPLAILINIGPRTYFHTCLKVACPVLILTQSSILALLAIAVDRYLRVKIPLRYKTVVTPRRAVVAITGCWILSFVVGLTPMFGWNNLSAVERDWLANGSVGEPVIECQFEKVISMEYMVYFNFFVWVLPPLLLMVLIYMEVFYLIRKQLNKKVSASSGDPQKYYGKELKIAKSLALILFLFALSWLPLHILNCITLFCPSCHMPRILIYIAIFLSHGNSAMNPIVYAFRIQKFRVTFLKIWNDHFRCQPAPPVDEDAPAERPDD. The pKi is 8.2. (3) The compound is CCN(c1nc(C)cc(N2CCC=C(c3cccc(F)c3)C2)n1)c1ccc(CC(C)C)cc1Br. The target protein (P47866) has sequence MDAALLLSLLEANCSLALAEELLLDGWGEPPDPEGPYSYCNTTLDQIGTCWPQSAPGALVERPCPEYFNGIKYNTTRNAYRECLENGTWASRVNYSHCEPILDDKQRKYDLHYRIALIINYLGHCVSVVALVAAFLLFLVLRSIRCLRNVIHWNLITTFILRNITWFLLQLIDHEVHEGNEVWCRCVTTIFNYFVVTNFFWMFVEGCYLHTAIVMTYSTEHLRKWLFLFIGWCIPCPIIVAWAVGKLYYENEQCWFGKEPGDLVDYIYQGPIILVLLINFVFLFNIVRILMTKLRASTTSETIQYRKAVKATLVLLPLLGITYMLFFVNPGEDDLSQIVFIYFNSFLQSFQGFFVSVFYCFFNGEVRSALRKRWHRWQDHHALRVPVARAMSIPTSPTRISFHSIKQTAAV. The pKi is 5.0.